From a dataset of Full USPTO retrosynthesis dataset with 1.9M reactions from patents (1976-2016). Predict the reactants needed to synthesize the given product. (1) The reactants are: Cl[C:2]1[CH:7]=[CH:6][N:5]=[C:4]([NH2:8])[CH:3]=1.[CH3:9][S-:10].[Na+]. Given the product [CH3:9][S:10][C:2]1[CH:7]=[CH:6][N:5]=[C:4]([NH2:8])[CH:3]=1, predict the reactants needed to synthesize it. (2) Given the product [Br:1][C:2]1[CH:3]=[CH:4][C:5]([CH2:6][N:7]([C:19]([O:21][C:22]([CH3:23])([CH3:24])[CH3:25])=[O:20])[CH2:8][C:9]([OH:11])=[O:10])=[CH:26][CH:27]=1, predict the reactants needed to synthesize it. The reactants are: [Br:1][C:2]1[CH:27]=[CH:26][C:5]([CH2:6][N:7]([C:19]([O:21][C:22]([CH3:25])([CH3:24])[CH3:23])=[O:20])[CH2:8][C:9]([O:11]CC2C=CC=CC=2)=[O:10])=[CH:4][CH:3]=1.[Li+].[OH-]. (3) Given the product [CH2:13]([C:17]1[N:18]=[C:19]([CH3:43])[N:20]([CH2:39][CH:40]2[CH2:41][CH2:42]2)[C:21](=[O:38])[C:22]=1[CH2:23][C:24]1[CH:29]=[CH:28][C:27]([C:30]2[CH:35]=[CH:34][CH:33]=[CH:32][C:31]=2[C:36]2[NH:3][C:4](=[O:7])[O:5][N:37]=2)=[CH:26][CH:25]=1)[CH2:14][CH2:15][CH3:16], predict the reactants needed to synthesize it. The reactants are: [Cl-].O[NH3+:3].[C:4](=[O:7])([O-])[OH:5].[Na+].CS(C)=O.[CH2:13]([C:17]1[N:18]=[C:19]([CH3:43])[N:20]([CH2:39][CH:40]2[CH2:42][CH2:41]2)[C:21](=[O:38])[C:22]=1[CH2:23][C:24]1[CH:29]=[CH:28][C:27]([C:30]2[C:31]([C:36]#[N:37])=[CH:32][CH:33]=[CH:34][CH:35]=2)=[CH:26][CH:25]=1)[CH2:14][CH2:15][CH3:16]. (4) Given the product [C:1]([C:5]1[C:6]2[O:13][CH:18]([CH2:23][OH:24])[CH2:14][C:7]=2[CH:8]=[C:9]([O:11][CH3:12])[CH:10]=1)([CH3:4])([CH3:2])[CH3:3], predict the reactants needed to synthesize it. The reactants are: [C:1]([C:5]1[CH:10]=[C:9]([O:11][CH3:12])[CH:8]=[CH:7][C:6]=1[OH:13])([CH3:4])([CH3:3])[CH3:2].[C:14]([C:18]1C=C(O)C=C[C:23]=1[O:24]C)(C)(C)C.C(=O)([O-])[O-].[K+].[K+].C(Br)C=C.C(OCC=C)C=C.C1(C)C=C(C)C=C(C)C=1.C(C1C(C(F)(F)F)=CC=C(Cl)C=1O)C=C.C(C1C=C(OC)C=C(C(C)(C)C)C=1O)C=C.C(C1C=C(OC)C(C(C)(C)C)=CC=1O)C=C.C1(O)C=CC=CC=1.ClC1C=C(C=CC=1)C(OO)=O.ClC1C2OC(CO)CC=2C(C(F)(F)F)=CC=1. (5) Given the product [N:15]([CH:24]([C:22]1[O:23][C:19]([CH3:18])=[CH:20][CH:21]=1)[CH:26]1[CH2:31][CH2:30][O:29][CH2:28][CH2:27]1)=[N+:16]=[N-:17], predict the reactants needed to synthesize it. The reactants are: C1(P([N:15]=[N+:16]=[N-:17])(C2C=CC=CC=2)=O)C=CC=CC=1.[CH3:18][C:19]1[O:23][C:22]([CH:24]([CH:26]2[CH2:31][CH2:30][O:29][CH2:28][CH2:27]2)O)=[CH:21][CH:20]=1.N12CCCN=C1CCCCC2. (6) The reactants are: ClC(Cl)(Cl)C([C:5]1[N:9]2[C:10]([CH2:14][N:15]([C:28]([O:30]C(C)(C)C)=O)[CH2:16][CH2:17][CH2:18][CH2:19][NH:20][S:21]([C:24]([F:27])([F:26])[F:25])(=[O:23])=[O:22])=[CH:11][CH:12]=[CH:13][C:8]2=[N:7][CH:6]=1)=O.I[Si](C)(C)C.C(=O)([O-])O.[Na+]. Given the product [F:25][C:24]([F:26])([F:27])[S:21]([NH:20][CH2:19][CH2:18][CH2:17][CH2:16][N:15]1[CH2:14][C:10]2[N:9]3[C:5](=[CH:6][N:7]=[C:8]3[CH:13]=[CH:12][CH:11]=2)[C:28]1=[O:30])(=[O:23])=[O:22], predict the reactants needed to synthesize it.